Dataset: Forward reaction prediction with 1.9M reactions from USPTO patents (1976-2016). Task: Predict the product of the given reaction. (1) Given the reactants Br[C:2]1[CH:3]=[C:4]2[C:9](=[CH:10][CH:11]=1)[N:8]=[CH:7][C:6]([C:12]([CH:14]1[CH2:16][CH2:15]1)=[O:13])=[C:5]2[NH:17][C:18]1[CH:19]=[N:20][N:21]([CH:23]2[CH2:28][CH2:27][CH2:26][N:25]([CH3:29])[CH2:24]2)[CH:22]=1.[Cl:30][C:31]1[CH:36]=[C:35](B2OC(C)(C)C(C)(C)O2)[CH:34]=[C:33]([F:46])[C:32]=1[OH:47], predict the reaction product. The product is: [Cl:30][C:31]1[CH:36]=[C:35]([C:2]2[CH:3]=[C:4]3[C:9](=[CH:10][CH:11]=2)[N:8]=[CH:7][C:6]([C:12]([CH:14]2[CH2:16][CH2:15]2)=[O:13])=[C:5]3[NH:17][C:18]2[CH:19]=[N:20][N:21]([CH:23]3[CH2:28][CH2:27][CH2:26][N:25]([CH3:29])[CH2:24]3)[CH:22]=2)[CH:34]=[C:33]([F:46])[C:32]=1[OH:47]. (2) Given the reactants C[CH:2]([CH2:11][CH2:12]C=C(C)C)[CH2:3][CH2:4][CH2:5][C:6](=[O:10])[C:7]([O-:9])=[O:8].O=C(CCC)C(O[CH2:22][CH2:23][CH:24]([CH3:31])[CH2:25][CH2:26][CH:27]=[C:28]([CH3:30])[CH3:29])=O.CC(CCC=C(C)C)CCC(C)C(=O)C([O-])=O.CC(CC)C(=O)C(OCCC(C)CCC=C(C)C)=O.C(C1C=CC(C(=O)C(OCCC(C)CCC=C(C)C)=O)=CC=1)(=O)C.CC(CCCCCCCCCCCC)C(=O)C(OCCC(C)CCC=C(C)C)=O.O=C(C1C=CC=CC=1)C(OCCC(C)CCC=C(C)C)=O.O=C(CCCCCCCCCCCCCC)C(OCCC(C)CCC=C(C)C)=O, predict the reaction product. The product is: [CH:5]1([C:6](=[O:10])[C:7]([O:9][CH2:22][CH2:23][CH:24]([CH3:31])[CH2:25][CH2:26][CH:27]=[C:28]([CH3:30])[CH3:29])=[O:8])[CH2:4][CH2:3][CH2:2][CH2:11][CH2:12]1. (3) The product is: [Cl:1][C:2]1[CH:3]=[C:4]([NH:9][C:10]([NH:11][C:12]2[N:17]=[C:16]([O:18][CH:19]3[CH2:24][CH2:23][CH2:22][NH:21][CH2:20]3)[CH:15]=[C:14]([CH3:32])[N:13]=2)=[NH:33])[CH:5]=[CH:6][C:7]=1[Cl:8]. Given the reactants [Cl:1][C:2]1[CH:3]=[C:4]([NH:9][C:10](=[NH:33])[NH:11][C:12]2[N:17]=[C:16]([O:18][CH:19]3[CH2:24][CH2:23][CH2:22][N:21](C(OC(C)(C)C)=O)[CH2:20]3)[CH:15]=[C:14]([CH3:32])[N:13]=2)[CH:5]=[CH:6][C:7]=1[Cl:8].C(Cl)Cl.Cl, predict the reaction product. (4) Given the reactants [O:1]1[CH:5]=[CH:4][CH:3]=[C:2]1[C@@H:6]([N:11]([CH3:19])[C:12](=[O:18])[O:13][C:14]([CH3:17])([CH3:16])[CH3:15])[C@H:7]([CH3:10])[CH2:8][OH:9].C(N(CC)CC)C.[CH3:27][S:28](Cl)(=[O:30])=[O:29], predict the reaction product. The product is: [CH3:27][S:28]([O:9][CH2:8][C@@H:7]([CH3:10])[C@H:6]([N:11]([C:12]([O:13][C:14]([CH3:15])([CH3:17])[CH3:16])=[O:18])[CH3:19])[C:2]1[O:1][CH:5]=[CH:4][CH:3]=1)(=[O:30])=[O:29].